From a dataset of NCI-60 drug combinations with 297,098 pairs across 59 cell lines. Regression. Given two drug SMILES strings and cell line genomic features, predict the synergy score measuring deviation from expected non-interaction effect. (1) Drug 1: C1=CC(=CC=C1CCC2=CNC3=C2C(=O)NC(=N3)N)C(=O)NC(CCC(=O)O)C(=O)O. Drug 2: CC12CCC3C(C1CCC2OP(=O)(O)O)CCC4=C3C=CC(=C4)OC(=O)N(CCCl)CCCl.[Na+]. Cell line: UO-31. Synergy scores: CSS=20.6, Synergy_ZIP=-11.8, Synergy_Bliss=-14.1, Synergy_Loewe=-10.6, Synergy_HSA=-9.80. (2) Drug 1: CC12CCC3C(C1CCC2O)C(CC4=C3C=CC(=C4)O)CCCCCCCCCS(=O)CCCC(C(F)(F)F)(F)F. Drug 2: CC1CCCC2(C(O2)CC(NC(=O)CC(C(C(=O)C(C1O)C)(C)C)O)C(=CC3=CSC(=N3)C)C)C. Cell line: SF-539. Synergy scores: CSS=56.3, Synergy_ZIP=3.74, Synergy_Bliss=2.82, Synergy_Loewe=-34.2, Synergy_HSA=3.96. (3) Drug 1: CC1=C(C=C(C=C1)NC(=O)C2=CC=C(C=C2)CN3CCN(CC3)C)NC4=NC=CC(=N4)C5=CN=CC=C5. Drug 2: CN1C2=C(C=C(C=C2)N(CCCl)CCCl)N=C1CCCC(=O)O.Cl. Cell line: MDA-MB-435. Synergy scores: CSS=2.40, Synergy_ZIP=0.0525, Synergy_Bliss=0.514, Synergy_Loewe=2.77, Synergy_HSA=-0.993.